The task is: Binary Classification. Given a miRNA mature sequence and a target amino acid sequence, predict their likelihood of interaction.. This data is from Experimentally validated miRNA-target interactions with 360,000+ pairs, plus equal number of negative samples. The miRNA is hsa-miR-26b-5p with sequence UUCAAGUAAUUCAGGAUAGGU. The protein sequence of the target gene is MSGEPGQTSVAPPPEEVEPGSGVRIVVEYCEPCGFEATYLELASAVKEQYPGIEIESRLGGTGAFEIEINGQLVFSKLENGGFPYEKDLIEAIRRASNGETLEKITNSRPPCVIL. Result: 1 (interaction).